This data is from Catalyst prediction with 721,799 reactions and 888 catalyst types from USPTO. The task is: Predict which catalyst facilitates the given reaction. (1) Reactant: [OH:1][CH:2]([CH2:17][OH:18])[CH2:3][N:4]1[C:13]2[C:8](=[CH:9][CH:10]=[C:11]([O:14][CH3:15])[CH:12]=2)[N:7]=[CH:6][C:5]1=[O:16].[Si:19](Cl)([C:22]([CH3:25])([CH3:24])[CH3:23])([CH3:21])[CH3:20].C(N(CC)CC)C. Product: [Si:19]([O:18][CH2:17][CH:2]([OH:1])[CH2:3][N:4]1[C:13]2[C:8](=[CH:9][CH:10]=[C:11]([O:14][CH3:15])[CH:12]=2)[N:7]=[CH:6][C:5]1=[O:16])([C:22]([CH3:25])([CH3:24])[CH3:23])([CH3:21])[CH3:20]. The catalyst class is: 112. (2) Reactant: [C:1]([C:3]1[CH:4]=[C:5]([CH2:14][C:15]2[CH:16]=[C:17]([CH:22]=[CH:23][N:24]=2)[C:18]([O:20]C)=[O:19])[CH:6]=[C:7]2[C:12]=1[N:11]=[CH:10][C:9]([CH3:13])=[CH:8]2)#[N:2].O[Li].O.Cl. Product: [C:1]([C:3]1[CH:4]=[C:5]([CH2:14][C:15]2[CH:16]=[C:17]([CH:22]=[CH:23][N:24]=2)[C:18]([OH:20])=[O:19])[CH:6]=[C:7]2[C:12]=1[N:11]=[CH:10][C:9]([CH3:13])=[CH:8]2)#[N:2]. The catalyst class is: 20.